This data is from Reaction yield outcomes from USPTO patents with 853,638 reactions. The task is: Predict the reaction yield, written as a fraction of the theoretical maximum amount of product (1.0 means a 100% yield; for example, 0.34 means a 34% yield). (1) The reactants are [N-]=[N+]=[N-].[ClH:4].[CH2:5]([C:8]1([NH2:18])[CH2:13][C:12]([CH3:15])([CH3:14])[CH2:11][C:10](C)([CH3:16])[CH2:9]1)C=C. No catalyst specified. The product is [ClH:4].[CH3:5][C:8]1([NH2:18])[CH2:13][C:12]([CH3:15])([CH3:14])[CH2:11][C:10]([CH3:16])=[CH:9]1. The yield is 0.600. (2) The reactants are [NH2:1][C:2]1=[N:3][C:4](=[O:26])[NH:5]/[C:6]/1=[CH:7]\[C:8]1[CH:13]=[CH:12][C:11]([O:14]CC2C=CC(OC)=CC=2)=[C:10]([O:24][CH3:25])[CH:9]=1.FC(F)(F)C(O)=O.[OH-].[Na+]. No catalyst specified. The product is [NH2:1][C:2]1=[N:3][C:4](=[O:26])[NH:5]/[C:6]/1=[CH:7]\[C:8]1[CH:13]=[CH:12][C:11]([OH:14])=[C:10]([O:24][CH3:25])[CH:9]=1. The yield is 0.760. (3) The reactants are [CH3:1][O:2][C:3](=[O:18])[CH2:4][C:5]1[CH:14]=[C:13]([OH:15])[C:12]2[C:7](=[CH:8][CH:9]=[C:10]([F:16])[CH:11]=2)[C:6]=1[Br:17].[F:19][B-](F)(F)F.F[B-](F)(F)F.ClC[N+]12CC[N+](F)(CC1)CC2. The catalyst is C(#N)C.O. The product is [CH3:1][O:2][C:3](=[O:18])[CH2:4][C:5]1[C:14]([F:19])=[C:13]([OH:15])[C:12]2[C:7](=[CH:8][CH:9]=[C:10]([F:16])[CH:11]=2)[C:6]=1[Br:17]. The yield is 0.420. (4) The yield is 0.490. No catalyst specified. The reactants are [CH2:1](N1C2N=CN=C(OC3C=CC(NC(NC(=O)CC4C=CC=CC=4)=S)=CC=3F)C=2C=C1)C1C=CC=CC=1.[F:38][C:39]1[CH:40]=[C:41]([NH:55][C:56]([NH:58][C:59](=[O:67])[CH2:60][C:61]2[CH:66]=[CH:65][CH:64]=[CH:63][CH:62]=2)=[S:57])[CH:42]=[CH:43][C:44]=1[O:45][C:46]1[CH:51]=[CH:50][N:49]=[C:48]2[CH:52]=[CH:53][S:54][C:47]=12.CC(C)C(C1C=CC=CC=1)C(N=C=S)=O. The product is [F:38][C:39]1[CH:40]=[C:41]([NH:55][C:56]([NH:58][C:59](=[O:67])[CH:60]([C:61]2[CH:62]=[CH:63][CH:64]=[CH:65][CH:66]=2)[CH3:1])=[S:57])[CH:42]=[CH:43][C:44]=1[O:45][C:46]1[CH:51]=[CH:50][N:49]=[C:48]2[CH:52]=[CH:53][S:54][C:47]=12. (5) The product is [CH2:22]([N:17]([CH2:18][CH2:19][CH2:20][CH3:21])[C:16]([C:14]1[N:13]=[C:12]([C:27]2[CH:36]=[CH:35][C:30]([C:31]([O:33][CH3:34])=[O:32])=[CH:29][C:28]=2[C:37]([O:39][CH2:40][C:41]2[CH:42]=[CH:43][CH:44]=[CH:45][CH:46]=2)=[O:38])[N:11]([CH2:10][CH2:9][O:8][CH3:47])[CH:15]=1)=[O:26])[CH2:23][CH2:24][CH3:25]. The reactants are [Si]([O:8][CH2:9][CH2:10][N:11]1[CH:15]=[C:14]([C:16](=[O:26])[N:17]([CH2:22][CH2:23][CH2:24][CH3:25])[CH2:18][CH2:19][CH2:20][CH3:21])[N:13]=[C:12]1[C:27]1[CH:36]=[CH:35][C:30]([C:31]([O:33][CH3:34])=[O:32])=[CH:29][C:28]=1[C:37]([O:39][CH2:40][C:41]1[CH:46]=[CH:45][CH:44]=[CH:43][CH:42]=1)=[O:38])(C(C)(C)C)(C)C.[CH2:47](N(CCCC)C(C1N=C(C2C=CC(C(OC)=O)=CC=2C(OCC2C=CC=CC=2)=O)NC=1)=O)CCC.BrCCOC. The yield is 0.740. No catalyst specified. (6) The reactants are [Br:1]Br.[F:3][C:4]([F:20])([F:19])[C:5]1[CH:10]=[CH:9][C:8]([S:11]([N:14]2[CH:18]=[CH:17][CH:16]=[CH:15]2)(=[O:13])=[O:12])=[CH:7][CH:6]=1.[OH-].[Na+]. The catalyst is C(O)(=O)C.C(Cl)Cl. The product is [Br:1][C:16]1[CH:17]=[CH:18][N:14]([S:11]([C:8]2[CH:7]=[CH:6][C:5]([C:4]([F:3])([F:19])[F:20])=[CH:10][CH:9]=2)(=[O:13])=[O:12])[CH:15]=1. The yield is 0.750.